From a dataset of Forward reaction prediction with 1.9M reactions from USPTO patents (1976-2016). Predict the product of the given reaction. The product is: [OH:8][CH2:9][C:10]1[N:11]([CH2:39][C:37]2[CH:36]=[CH:34][N:35]=[CH:41][CH:38]=2)[C:12]([S:18][C:19]2[CH:20]=[C:21]([OH:25])[CH:22]=[CH:23][CH:24]=2)=[C:13]([CH:15]([CH3:16])[CH3:17])[N:14]=1. Given the reactants C([O:8][CH2:9][C:10]1[NH:11][C:12]([S:18][C:19]2[CH:24]=[CH:23][CH:22]=[C:21]([O:25]C)[CH:20]=2)=[C:13]([CH:15]([CH3:17])[CH3:16])[N:14]=1)C1C=CC=CC=1.Cl.C(OC(=O)[C@H:34]([CH2:36][CH:37]([CH3:39])[CH3:38])[NH2:35])CCC.[CH:41](N(C(C)C)CC)(C)C.C1(P(C2C=CC=CC=2)C2C=CC=CC=2)C=CC=CC=1, predict the reaction product.